This data is from Full USPTO retrosynthesis dataset with 1.9M reactions from patents (1976-2016). The task is: Predict the reactants needed to synthesize the given product. (1) Given the product [OH:21][C:15]1([C:7]2[S:6][C:5]3[C:3](=[O:4])[N:12]([C:14]4[CH:34]=[CH:35][C:30]([N:26]5[CH2:27][CH2:28][CH2:29][N:23]([CH3:22])[CH2:24][CH2:25]5)=[CH:31][CH:32]=4)[CH:11]=[N:10][C:9]=3[CH:8]=2)[CH2:16][CH2:17][O:18][CH2:19][CH2:20]1, predict the reactants needed to synthesize it. The reactants are: CO[C:3]([C:5]1[S:6][C:7]([C:15]2([OH:21])[CH2:20][CH2:19][O:18][CH2:17][CH2:16]2)=[CH:8][C:9]=1[N:10]=[CH:11][N:12]([CH3:14])C)=[O:4].[CH3:22][N:23]1[CH2:29][CH2:28][CH2:27][N:26]([C:30]2[CH:35]=[CH:34]C(N)=[CH:32][CH:31]=2)[CH2:25][CH2:24]1. (2) Given the product [F:1][C:2]1[CH:23]=[C:22]([F:24])[CH:21]=[CH:20][C:3]=1[O:4][C:5]1[N:10]=[C:9]2[NH:11][N:12]=[C:13]([C:28]3[CH:27]=[C:26]([F:25])[CH:31]=[CH:30][C:29]=3[O:35][CH2:36][CH3:37])[C:8]2=[C:7]([NH:14][CH2:15][C@H:16]([OH:19])[CH3:17])[N:6]=1, predict the reactants needed to synthesize it. The reactants are: [F:1][C:2]1[CH:23]=[C:22]([F:24])[CH:21]=[CH:20][C:3]=1[O:4][C:5]1[N:10]=[C:9]2[NH:11][N:12]=[CH:13][C:8]2=[C:7]([NH:14][CH2:15][CH:16]([OH:19])[CH2:17]I)[N:6]=1.[F:25][C:26]1[CH:27]=[CH:28][C:29]([O:35][CH2:36][CH3:37])=[C:30](B(O)O)[CH:31]=1.[O-]P([O-])([O-])=O.[K+].[K+].[K+]. (3) The reactants are: [CH3:1][O:2][C:3]1[C:8]([C:9]([NH:11][NH2:12])=[O:10])=[CH:7][C:6]([C:13]2[C:14]([N:29]3[CH:33]=[CH:32][C:31]([C:34]([F:37])([F:36])[F:35])=[N:30]3)=[N:15][C:16]([NH:19][C:20]3[CH:25]=[C:24]([CH3:26])[CH:23]=[C:22]([O:27][CH3:28])[CH:21]=3)=[N:17][CH:18]=2)=[CH:5][N:4]=1.C(N(CC)C(C)C)(C)C.[C:47](N1C=CN=C1)(N1C=CN=C1)=[O:48]. Given the product [CH3:1][O:2][C:3]1[C:8]([C:9]2[O:10][C:47](=[O:48])[NH:12][N:11]=2)=[CH:7][C:6]([C:13]2[C:14]([N:29]3[CH:33]=[CH:32][C:31]([C:34]([F:37])([F:35])[F:36])=[N:30]3)=[N:15][C:16]([NH:19][C:20]3[CH:25]=[C:24]([CH3:26])[CH:23]=[C:22]([O:27][CH3:28])[CH:21]=3)=[N:17][CH:18]=2)=[CH:5][N:4]=1, predict the reactants needed to synthesize it. (4) Given the product [Cl:21][C:22]1[CH:38]=[CH:37][C:25]([CH2:26][NH:27][C:28]([C:30]2([C:33]([F:36])([F:35])[F:34])[CH2:32][CH2:31]2)=[O:29])=[CH:24][C:23]=1[NH:39][C:40]1[N:9]([CH3:10])[C:5]2[CH:4]=[C:3]([N:11]3[CH2:16][CH2:15][CH:14]([C:17]([F:19])([F:20])[F:18])[CH2:13][CH2:12]3)[C:2]([F:1])=[CH:8][C:6]=2[N:7]=1, predict the reactants needed to synthesize it. The reactants are: [F:1][C:2]1[C:3]([N:11]2[CH2:16][CH2:15][CH:14]([C:17]([F:20])([F:19])[F:18])[CH2:13][CH2:12]2)=[CH:4][C:5]([NH:9][CH3:10])=[C:6]([CH:8]=1)[NH2:7].[Cl:21][C:22]1[CH:38]=[CH:37][C:25]([CH2:26][NH:27][C:28]([C:30]2([C:33]([F:36])([F:35])[F:34])[CH2:32][CH2:31]2)=[O:29])=[CH:24][C:23]=1[N:39]=[C:40]=S.CC(C)N=C=NC(C)C. (5) Given the product [OH:21][CH2:20][C:17]1[N:16]2[CH:24]=[N:25][N:26]=[C:15]2[C:14]([N:11]2[CH2:12][CH2:13][N:8]([C:6]([O:5][C:1]([CH3:4])([CH3:3])[CH3:2])=[O:7])[CH2:9][CH2:10]2)=[N:19][CH:18]=1, predict the reactants needed to synthesize it. The reactants are: [C:1]([O:5][C:6]([N:8]1[CH2:13][CH2:12][N:11]([C:14]2[C:15]3[N:16]([CH:24]=[N:25][N:26]=3)[C:17]([C:20](OC)=[O:21])=[CH:18][N:19]=2)[CH2:10][CH2:9]1)=[O:7])([CH3:4])([CH3:3])[CH3:2].[H-].C([Al+]CC(C)C)C(C)C.C1(C)C=CC=CC=1. (6) Given the product [NH2:1][C:2]([CH:4]1[CH2:9][CH2:8][N:7]([S:27]([C:17]2[C:26]3[C:21](=[CH:22][CH:23]=[CH:24][CH:25]=3)[CH:20]=[CH:19][CH:18]=2)(=[O:29])=[O:28])[CH2:6][CH2:5]1)=[O:3], predict the reactants needed to synthesize it. The reactants are: [NH2:1][C:2]([CH:4]1[CH2:9][CH2:8][NH:7][CH2:6][CH2:5]1)=[O:3].C(N(CC)CC)C.[C:17]1([S:27](Cl)(=[O:29])=[O:28])[C:26]2[C:21](=[CH:22][CH:23]=[CH:24][CH:25]=2)[CH:20]=[CH:19][CH:18]=1. (7) Given the product [Br:1][C:2]1[CH:3]=[CH:4][C:5]([CH2:6][C@@:7]23[CH2:14][C@H:13]([O:15][C:29](=[O:30])[CH3:28])[CH2:12][N:11]2[C:10](=[O:16])[N:9]([C:17]2[CH:18]=[C:19]([Cl:24])[CH:20]=[C:21]([Cl:23])[CH:22]=2)[C:8]3=[O:25])=[CH:26][CH:27]=1, predict the reactants needed to synthesize it. The reactants are: [Br:1][C:2]1[CH:27]=[CH:26][C:5]([CH2:6][C@@:7]23[CH2:14][C@@H:13]([OH:15])[CH2:12][N:11]2[C:10](=[O:16])[N:9]([C:17]2[CH:22]=[C:21]([Cl:23])[CH:20]=[C:19]([Cl:24])[CH:18]=2)[C:8]3=[O:25])=[CH:4][CH:3]=1.[CH3:28][CH2:29][O:30]C(/N=N/C(OCC)=O)=O.C1(P(C2C=CC=CC=2)C2C=CC=CC=2)C=CC=CC=1.C(O)(=O)C.